Regression. Given a peptide amino acid sequence and an MHC pseudo amino acid sequence, predict their binding affinity value. This is MHC class II binding data. From a dataset of Peptide-MHC class II binding affinity with 134,281 pairs from IEDB. The peptide sequence is KSRTLKSFFAWSLSD. The MHC is DRB1_0401 with pseudo-sequence DRB1_0401. The binding affinity (normalized) is 0.433.